Dataset: NCI-60 drug combinations with 297,098 pairs across 59 cell lines. Task: Regression. Given two drug SMILES strings and cell line genomic features, predict the synergy score measuring deviation from expected non-interaction effect. (1) Drug 1: C1C(C(OC1N2C=C(C(=O)NC2=O)F)CO)O. Drug 2: CC1=C(C(CCC1)(C)C)C=CC(=CC=CC(=CC(=O)O)C)C. Cell line: HOP-62. Synergy scores: CSS=27.4, Synergy_ZIP=2.48, Synergy_Bliss=8.57, Synergy_Loewe=5.02, Synergy_HSA=7.43. (2) Drug 1: CCCS(=O)(=O)NC1=C(C(=C(C=C1)F)C(=O)C2=CNC3=C2C=C(C=N3)C4=CC=C(C=C4)Cl)F. Drug 2: B(C(CC(C)C)NC(=O)C(CC1=CC=CC=C1)NC(=O)C2=NC=CN=C2)(O)O. Cell line: SN12C. Synergy scores: CSS=5.32, Synergy_ZIP=-0.651, Synergy_Bliss=2.11, Synergy_Loewe=-2.40, Synergy_HSA=0.132. (3) Drug 1: CC1C(C(CC(O1)OC2CC(CC3=C2C(=C4C(=C3O)C(=O)C5=C(C4=O)C(=CC=C5)OC)O)(C(=O)C)O)N)O.Cl. Drug 2: C1=NC2=C(N=C(N=C2N1C3C(C(C(O3)CO)O)F)Cl)N. Cell line: 786-0. Synergy scores: CSS=33.4, Synergy_ZIP=-8.49, Synergy_Bliss=-6.29, Synergy_Loewe=-11.2, Synergy_HSA=-4.35.